From a dataset of Full USPTO retrosynthesis dataset with 1.9M reactions from patents (1976-2016). Predict the reactants needed to synthesize the given product. (1) Given the product [N+:27]([C:30]1[CH:31]=[CH:32][C:33]([S:36]([O:1][CH2:2][C:3]([CH3:4])([C:6]2[O:10][N:9]=[C:8]([NH:11][C:12]([O:13][C:14]3[CH:19]=[CH:18][CH:17]=[CH:16][CH:15]=3)=[O:20])[CH:7]=2)[CH3:5])(=[O:38])=[O:37])=[CH:34][CH:35]=1)([O-:29])=[O:28], predict the reactants needed to synthesize it. The reactants are: [OH:1][CH2:2][C:3]([C:6]1[O:10][N:9]=[C:8]([NH:11][C:12](=[O:20])[O:13][C:14]2[CH:19]=[CH:18][CH:17]=[CH:16][CH:15]=2)[CH:7]=1)([CH3:5])[CH3:4].N1C=CC=CC=1.[N+:27]([C:30]1[CH:35]=[CH:34][C:33]([S:36](Cl)(=[O:38])=[O:37])=[CH:32][CH:31]=1)([O-:29])=[O:28]. (2) Given the product [CH2:1]([N:8]1[CH:12]=[C:11]([I:17])[C:10]([C:13]([CH3:16])([CH3:15])[CH3:14])=[N:9]1)[C:2]1[CH:3]=[CH:4][CH:5]=[CH:6][CH:7]=1, predict the reactants needed to synthesize it. The reactants are: [CH2:1]([N:8]1[CH:12]=[CH:11][C:10]([C:13]([CH3:16])([CH3:15])[CH3:14])=[N:9]1)[C:2]1[CH:7]=[CH:6][CH:5]=[CH:4][CH:3]=1.[I:17]I.[N+]([O-])([O-])=O.[Ce+4].[NH4+].[NH4+].[N+]([O-])([O-])=O.[N+]([O-])([O-])=O.[N+]([O-])([O-])=O.[N+]([O-])([O-])=O.[N+]([O-])([O-])=O.C(#N)C. (3) Given the product [CH3:28][C:23]1([CH3:29])[C:24]([CH3:27])([CH3:26])[O:25][B:21]([C:2]2[CH:7]=[CH:6][C:5]([NH:8][CH2:9][CH2:10][N:11]3[CH2:16][CH2:15][O:14][CH2:13][CH2:12]3)=[C:4]([S:17]([CH3:20])(=[O:19])=[O:18])[CH:3]=2)[O:22]1, predict the reactants needed to synthesize it. The reactants are: Br[C:2]1[CH:7]=[CH:6][C:5]([NH:8][CH2:9][CH2:10][N:11]2[CH2:16][CH2:15][O:14][CH2:13][CH2:12]2)=[C:4]([S:17]([CH3:20])(=[O:19])=[O:18])[CH:3]=1.[B:21]1([B:21]2[O:25][C:24]([CH3:27])([CH3:26])[C:23]([CH3:29])([CH3:28])[O:22]2)[O:25][C:24]([CH3:27])([CH3:26])[C:23]([CH3:29])([CH3:28])[O:22]1.CC([O-])=O.[K+]. (4) The reactants are: OC(C(F)(F)F)=O.[F:8][C:9]1[CH:35]=[C:34]([F:36])[CH:33]=[CH:32][C:10]=1[O:11][CH:12]1[CH2:17][CH2:16][N:15]([C:18]2[N:19]=[C:20]3[CH2:31][CH2:30][NH:29][CH2:28][C:21]3=[N:22][C:23]=2[NH:24][CH:25]([CH3:27])[CH3:26])[CH2:14][CH2:13]1.C(N(CC)CC)C.[N:44]1([C:50](Cl)=[O:51])[CH2:49][CH2:48][O:47][CH2:46][CH2:45]1. Given the product [F:8][C:9]1[CH:35]=[C:34]([F:36])[CH:33]=[CH:32][C:10]=1[O:11][CH:12]1[CH2:13][CH2:14][N:15]([C:18]2[N:19]=[C:20]3[CH2:31][CH2:30][N:29]([C:50]([N:44]4[CH2:49][CH2:48][O:47][CH2:46][CH2:45]4)=[O:51])[CH2:28][C:21]3=[N:22][C:23]=2[NH:24][CH:25]([CH3:27])[CH3:26])[CH2:16][CH2:17]1, predict the reactants needed to synthesize it. (5) Given the product [CH3:1][O:2][CH2:3][CH2:4][O:5][C:6]1[C:7]([CH3:26])=[C:8]([C:16]([C:18]2[CH:19]=[N:20][N:21]([CH2:24][CH3:25])[C:22]=2[O:23][C:37]([S:36][CH2:35][CH3:34])=[O:38])=[O:17])[CH:9]=[CH:10][C:11]=1[S:12]([CH3:15])(=[O:14])=[O:13], predict the reactants needed to synthesize it. The reactants are: [CH3:1][O:2][CH2:3][CH2:4][O:5][C:6]1[C:7]([CH3:26])=[C:8]([C:16]([C:18]2[CH:19]=[N:20][N:21]([CH2:24][CH3:25])[C:22]=2[OH:23])=[O:17])[CH:9]=[CH:10][C:11]=1[S:12]([CH3:15])(=[O:14])=[O:13].C(N(CC)CC)C.[CH3:34][CH2:35][S:36][C:37](Cl)=[O:38].C(OCC)(=O)C. (6) Given the product [CH3:2][O:3][C:4]1[CH:5]=[C:6]([C:12]2[C:13]([CH3:25])([CH3:24])[C:14](=[O:23])[N:15]([CH:17]3[CH2:22][CH2:21][N:20]([C:36]([C:27]4[CH:28]=[N:29][C:30]5[C:35](=[CH:34][CH:33]=[CH:32][CH:31]=5)[N:26]=4)=[O:37])[CH2:19][CH2:18]3)[N:16]=2)[CH:7]=[CH:8][C:9]=1[O:10][CH3:11], predict the reactants needed to synthesize it. The reactants are: Cl.[CH3:2][O:3][C:4]1[CH:5]=[C:6]([C:12]2[C:13]([CH3:25])([CH3:24])[C:14](=[O:23])[N:15]([CH:17]3[CH2:22][CH2:21][NH:20][CH2:19][CH2:18]3)[N:16]=2)[CH:7]=[CH:8][C:9]=1[O:10][CH3:11].[N:26]1[C:35]2[C:30](=[CH:31][CH:32]=[CH:33][CH:34]=2)[N:29]=[CH:28][C:27]=1[C:36](O)=[O:37]. (7) Given the product [ClH:27].[NH2:8][C@H:12]([CH2:11][OH:10])[CH2:13][N:14]1[CH2:15][CH2:16][CH:17]([C:20]([C:21]2[CH:22]=[CH:23][C:24]([Cl:27])=[CH:25][CH:26]=2)=[O:28])[CH2:18][CH2:19]1, predict the reactants needed to synthesize it. The reactants are: C(OC([N:8]1[C@@H:12]([CH2:13][N:14]2[CH2:19][CH2:18][CH:17]([C:20](=[O:28])[C:21]3[CH:26]=[CH:25][C:24]([Cl:27])=[CH:23][CH:22]=3)[CH2:16][CH2:15]2)[CH2:11][O:10]C1(C)C)=O)(C)(C)C.Cl. (8) Given the product [CH2:36]([C:34]1[CH:33]=[CH:32][N:31]=[C:30]([NH:29][C:28]([NH:17][C:14]2[CH:15]=[CH:16][C:11]([C:10]3[CH:9]=[N:8][CH:7]=[C:6]4[N:2]([CH3:1])[N:3]=[CH:4][C:5]=34)=[CH:12][CH:13]=2)=[O:27])[CH:35]=1)[CH3:37], predict the reactants needed to synthesize it. The reactants are: [CH3:1][N:2]1[C:6]2=[CH:7][N:8]=[CH:9][C:10]([C:11]3[CH:16]=[CH:15][C:14]([NH2:17])=[CH:13][CH:12]=3)=[C:5]2[CH:4]=[N:3]1.CN1CCCC1.C([O:27][C:28](=O)[NH:29][C:30]1[CH:35]=[C:34]([CH2:36][CH3:37])[CH:33]=[CH:32][N:31]=1)(C)=C. (9) Given the product [CH2:16]([O:23][C:24]1[CH:29]=[CH:28][C:27]([C:2]2[C:3](=[O:15])[C:4]([CH3:14])([CH3:13])[O:5][C:6]=2[C:7]2[CH:12]=[CH:11][N:10]=[CH:9][CH:8]=2)=[CH:26][CH:25]=1)[C:17]1[CH:22]=[CH:21][CH:20]=[CH:19][CH:18]=1, predict the reactants needed to synthesize it. The reactants are: Br[C:2]1[C:3](=[O:15])[C:4]([CH3:14])([CH3:13])[O:5][C:6]=1[C:7]1[CH:12]=[CH:11][N:10]=[CH:9][CH:8]=1.[CH2:16]([O:23][C:24]1[CH:29]=[CH:28][C:27](B2OC(C)(C)C(C)(C)O2)=[CH:26][CH:25]=1)[C:17]1[CH:22]=[CH:21][CH:20]=[CH:19][CH:18]=1.C([O-])([O-])=O.[Cs+].[Cs+].